From a dataset of Catalyst prediction with 721,799 reactions and 888 catalyst types from USPTO. Predict which catalyst facilitates the given reaction. Reactant: [C:1]([C:4]1[CH:13]=[C:12]2[C:7]([CH:8]=[CH:9][C:10]([NH:14][C:15](=[O:21])[O:16][C:17]([CH3:20])([CH3:19])[CH3:18])=[CH:11]2)=[CH:6][CH:5]=1)(=[O:3])[CH3:2].C1C(=O)N([Br:29])C(=O)C1.C([O-])([O-])=O.[K+].[K+]. Product: [C:1]([C:4]1[CH:13]=[C:12]2[C:7]([CH:8]=[CH:9][C:10]([NH:14][C:15](=[O:21])[O:16][C:17]([CH3:20])([CH3:19])[CH3:18])=[C:11]2[Br:29])=[CH:6][CH:5]=1)(=[O:3])[CH3:2]. The catalyst class is: 23.